From a dataset of Full USPTO retrosynthesis dataset with 1.9M reactions from patents (1976-2016). Predict the reactants needed to synthesize the given product. Given the product [C:13]([C:16]1[CH:17]=[C:18]([C:22]([NH:12][C:6]2[CH:7]=[CH:8][C:9]([F:11])=[CH:10][C:5]=2[NH:4][CH:1]2[CH2:3][CH2:2]2)=[O:23])[CH:19]=[N:20][CH:21]=1)(=[O:15])[CH3:14], predict the reactants needed to synthesize it. The reactants are: [CH:1]1([NH:4][C:5]2[C:6]([NH2:12])=[CH:7][CH:8]=[C:9]([F:11])[CH:10]=2)[CH2:3][CH2:2]1.[C:13]([C:16]1[CH:17]=[C:18]([C:22](O)=[O:23])[CH:19]=[N:20][CH:21]=1)(=[O:15])[CH3:14].CN(C(ON1N=NC2C=CC=NC1=2)=[N+](C)C)C.F[P-](F)(F)(F)(F)F.C1C=NC2N(O)N=NC=2C=1.C(N(C(C)C)CC)(C)C.